From a dataset of Forward reaction prediction with 1.9M reactions from USPTO patents (1976-2016). Predict the product of the given reaction. (1) The product is: [OH:30][CH2:31][C:32]([NH:35][S:36]([C:39]1[S:43][C:42]([NH:44][C:27]([C:26]2[CH:25]=[N:24][N:17]3[C:18]([C:20]([F:21])([F:22])[F:23])=[CH:19][C:14]([C:6]4[CH:7]=[CH:8][C:9]([C:10]([F:13])([F:12])[F:11])=[C:4]([O:3][CH2:1][CH3:2])[CH:5]=4)=[N:15][C:16]=23)=[O:28])=[N:41][C:40]=1[CH3:45])(=[O:38])=[O:37])([CH3:34])[CH3:33]. Given the reactants [CH2:1]([O:3][C:4]1[CH:5]=[C:6]([C:14]2[CH:19]=[C:18]([C:20]([F:23])([F:22])[F:21])[N:17]3[N:24]=[CH:25][C:26]([C:27](O)=[O:28])=[C:16]3[N:15]=2)[CH:7]=[CH:8][C:9]=1[C:10]([F:13])([F:12])[F:11])[CH3:2].[OH:30][CH2:31][C:32]([NH:35][S:36]([C:39]1[S:43][C:42]([NH2:44])=[N:41][C:40]=1[CH3:45])(=[O:38])=[O:37])([CH3:34])[CH3:33], predict the reaction product. (2) Given the reactants [Cl-].[Al+3].[Cl-].[Cl-].[C:5]([C:9]1[CH:14]=[CH:13][CH:12]=[CH:11][CH:10]=1)([CH3:8])([CH3:7])[CH3:6].[C:15]1(=[O:21])[O:20][C:18](=[O:19])[CH2:17][CH2:16]1.ClC(Cl)C(Cl)Cl, predict the reaction product. The product is: [C:5]([C:9]1[CH:14]=[CH:13][C:12]([C:15](=[O:21])[CH2:16][CH2:17][C:18]([OH:20])=[O:19])=[CH:11][CH:10]=1)([CH3:8])([CH3:7])[CH3:6]. (3) Given the reactants [CH2:1]([O:3][C:4]([C:6]1[CH:11]=[CH:10][CH:9]=[C:8](C(O)=O)[N:7]=1)=[O:5])[CH3:2].C([N:17]([CH2:20]C)CC)C.C1(P(N=[N+]=[N-])(C2C=CC=CC=2)=[O:29])C=CC=CC=1.[C:39]([OH:43])([CH3:42])([CH3:41])[CH3:40], predict the reaction product. The product is: [CH2:1]([O:3][C:4]([C:6]1[CH:11]=[CH:10][CH:9]=[C:8]([NH:17][C:20]([O:43][C:39]([CH3:42])([CH3:41])[CH3:40])=[O:29])[N:7]=1)=[O:5])[CH3:2]. (4) Given the reactants [CH2:1]([N:8]1[CH2:13][CH2:12][N:11]([C:14]2[N:19]=[CH:18][C:17]([NH:20][C:21]([C:23]3[O:27][C:26]([C:28]4[CH:33]=[CH:32][CH:31]=[CH:30][CH:29]=4)=[N:25][C:24]=3[C:34]([F:37])([F:36])[F:35])=[O:22])=[CH:16][CH:15]=2)[CH2:10][C:9]1=[O:38])[C:2]1[CH:7]=[CH:6][CH:5]=[CH:4][CH:3]=1.[C:39]1(C2OC(C(O)=O)=C(C(F)(F)F)N=2)C=CC=CC=1, predict the reaction product. The product is: [CH2:1]([N:8]1[C:9](=[O:38])[CH2:39][CH2:10][N:11]([C:14]2[N:19]=[CH:18][C:17]([NH:20][C:21]([C:23]3[O:27][C:26]([C:28]4[CH:33]=[CH:32][CH:31]=[CH:30][CH:29]=4)=[N:25][C:24]=3[C:34]([F:37])([F:36])[F:35])=[O:22])=[CH:16][CH:15]=2)[CH2:12][CH2:13]1)[C:2]1[CH:3]=[CH:4][CH:5]=[CH:6][CH:7]=1. (5) Given the reactants [Cl:1][C:2]1[CH:3]=[C:4]([CH2:12][O:13][C:14]2[CH:19]=[CH:18][CH:17]=[CH:16][C:15]=2[NH2:20])[C:5]2[O:10][CH2:9][O:8][CH2:7][C:6]=2[CH:11]=1.C(N(CC)C(C)C)(C)C.[Cl:30][C:31]([Cl:36])([Cl:35])[C:32](Cl)=[O:33], predict the reaction product. The product is: [Cl:30][C:31]([Cl:36])([Cl:35])[C:32]([NH:20][C:15]1[CH:16]=[CH:17][CH:18]=[CH:19][C:14]=1[O:13][CH2:12][C:4]1[C:5]2[O:10][CH2:9][O:8][CH2:7][C:6]=2[CH:11]=[C:2]([Cl:1])[CH:3]=1)=[O:33]. (6) Given the reactants [CH2:1]([O:8][C:9]1[CH:10]=[C:11]([S:22][CH2:23][CH2:24][C:25](OC)=O)[CH:12]=[N:13][C:14]=1[NH:15][C:16]1[S:17][CH:18]=[C:19]([CH3:21])[N:20]=1)[C:2]1[CH:7]=[CH:6][CH:5]=[CH:4][CH:3]=1.CC([O-])(C)C.[K+].[ClH:35].[Cl:36][CH2:37][C:38]1[CH:39]=[N:40]C=CC=1.Cl, predict the reaction product. The product is: [ClH:36].[ClH:35].[CH2:1]([O:8][C:9]1[C:14]([NH:15][C:16]2[S:17][CH:18]=[C:19]([CH3:21])[N:20]=2)=[N:13][CH:12]=[C:11]([S:22][CH2:23][C:24]2[CH:25]=[N:40][CH:39]=[CH:38][CH:37]=2)[CH:10]=1)[C:2]1[CH:7]=[CH:6][CH:5]=[CH:4][CH:3]=1. (7) Given the reactants C([C:3]1[C:11]2[C:6](=[CH:7][CH:8]=[C:9]([OH:12])[CH:10]=2)[NH:5][CH:4]=1)C.Cl[CH2:14][C:15]1[S:19][C:18]([C:20]2[CH:25]=[CH:24][C:23]([C:26]([F:29])([F:28])[F:27])=[CH:22][CH:21]=2)=[N:17][C:16]=1[CH3:30].C(=O)([O-])[O-].[Cs+].[Cs+].C(OCC)C, predict the reaction product. The product is: [CH3:30][C:16]1[N:17]=[C:18]([C:20]2[CH:21]=[CH:22][C:23]([C:26]([F:29])([F:28])[F:27])=[CH:24][CH:25]=2)[S:19][C:15]=1[CH2:14][O:12][C:9]1[CH:10]=[C:11]2[C:6](=[CH:7][CH:8]=1)[NH:5][CH:4]=[CH:3]2. (8) Given the reactants C(OC([CH:6]1[CH2:11][CH2:10][N:9]([CH2:12][C:13]2[CH:18]=[CH:17][C:16]([C@@H:19]3[O:28][C:23]4=[N:24][CH:25]=[CH:26][CH:27]=[C:22]4[O:21][CH2:20]3)=[CH:15][CH:14]=2)[CH2:8][CH2:7]1)=O)C.C(OC([N:36]1C[C@@H]2C[C@H]1CN2)=O)(C)(C)C.N1(CC2C=CC([C@@H]3OC4=NC=CC=C4OC3)=CC=2)CCNCC1, predict the reaction product. The product is: [C@H:7]12[CH2:6][C@H:11]([NH:36][CH2:8]1)[CH2:10][N:9]2[CH2:12][C:13]1[CH:18]=[CH:17][C:16]([C@@H:19]2[O:28][C:23]3=[N:24][CH:25]=[CH:26][CH:27]=[C:22]3[O:21][CH2:20]2)=[CH:15][CH:14]=1. (9) Given the reactants [C:1]([O:5][C:6](=[O:37])[CH2:7][CH:8]([NH:15][S:16]([C:19]1[CH:24]=[CH:23][C:22]([NH:25][C:26](=[O:28])[CH3:27])=[CH:21][C:20]=1[O:29]CC1C=CC=CC=1)(=[O:18])=[O:17])[C:9]([N:11]([O:13][CH3:14])[CH3:12])=[O:10])([CH3:4])([CH3:3])[CH3:2].[H][H], predict the reaction product. The product is: [C:1]([O:5][C:6](=[O:37])[CH2:7][CH:8]([NH:15][S:16]([C:19]1[CH:24]=[CH:23][C:22]([NH:25][C:26](=[O:28])[CH3:27])=[CH:21][C:20]=1[OH:29])(=[O:18])=[O:17])[C:9]([N:11]([O:13][CH3:14])[CH3:12])=[O:10])([CH3:4])([CH3:2])[CH3:3].